From a dataset of Reaction yield outcomes from USPTO patents with 853,638 reactions. Predict the reaction yield, written as a fraction of the theoretical maximum amount of product (1.0 means a 100% yield; for example, 0.34 means a 34% yield). (1) The reactants are [NH:1]([C:3]([C@H:5]1[N:15]2[C@@H:9]([S:10][CH2:11][CH2:12][C@H:13]([NH:17][C:18](=[O:24])[O:19][C:20]([CH3:23])([CH3:22])[CH3:21])[C:14]2=[O:16])[CH2:8][CH2:7][CH2:6]1)=[O:4])[NH2:2].[CH3:25]OC(OC)OC. No catalyst specified. The product is [O:4]1[CH:25]=[N:2][N:1]=[C:3]1[C@H:5]1[N:15]2[C@@H:9]([S:10][CH2:11][CH2:12][C@H:13]([NH:17][C:18](=[O:24])[O:19][C:20]([CH3:21])([CH3:23])[CH3:22])[C:14]2=[O:16])[CH2:8][CH2:7][CH2:6]1. The yield is 0.730. (2) The reactants are C(OC([NH:8][C:9]1[CH:14]=[CH:13][C:12]([C:15]2[CH:20]=[CH:19][C:18]([C:21]3[N:22]([CH2:34][C:35]4[CH:43]=[CH:42][C:38]([C:39]([OH:41])=[O:40])=[CH:37][CH:36]=4)[CH:23]=[C:24]([C:26]4[CH:31]=[CH:30][C:29]([Cl:32])=[CH:28][C:27]=4[Cl:33])[N:25]=3)=[CH:17][CH:16]=2)=[CH:11][C:10]=1[O:44][CH3:45])=O)(C)(C)C.Cl. No catalyst specified. The product is [NH2:8][C:9]1[CH:14]=[CH:13][C:12]([C:15]2[CH:16]=[CH:17][C:18]([C:21]3[N:22]([CH2:34][C:35]4[CH:43]=[CH:42][C:38]([C:39]([OH:41])=[O:40])=[CH:37][CH:36]=4)[CH:23]=[C:24]([C:26]4[CH:31]=[CH:30][C:29]([Cl:32])=[CH:28][C:27]=4[Cl:33])[N:25]=3)=[CH:19][CH:20]=2)=[CH:11][C:10]=1[O:44][CH3:45]. The yield is 0.770. (3) The reactants are [NH2:1][C:2]1[N:7]=[CH:6][C:5]([O:8][CH:9]2[CH2:12][N:11]([C:13]([O:15][C:16]([CH3:19])([CH3:18])[CH3:17])=[O:14])[CH2:10]2)=[CH:4][CH:3]=1.Br[C:21]1[C:22](=[O:29])[N:23]([CH3:28])[CH:24]=[C:25]([Br:27])[CH:26]=1.C([O-])([O-])=O.[Cs+].[Cs+]. The catalyst is O1CCOCC1.C1C=CC(/C=C/C(/C=C/C2C=CC=CC=2)=O)=CC=1.C1C=CC(/C=C/C(/C=C/C2C=CC=CC=2)=O)=CC=1.C1C=CC(/C=C/C(/C=C/C2C=CC=CC=2)=O)=CC=1.[Pd].[Pd].CC1(C)C2C(=C(P(C3C=CC=CC=3)C3C=CC=CC=3)C=CC=2)OC2C(P(C3C=CC=CC=3)C3C=CC=CC=3)=CC=CC1=2. The product is [Br:27][C:25]1[CH:26]=[C:21]([NH:1][C:2]2[N:7]=[CH:6][C:5]([O:8][CH:9]3[CH2:12][N:11]([C:13]([O:15][C:16]([CH3:19])([CH3:18])[CH3:17])=[O:14])[CH2:10]3)=[CH:4][CH:3]=2)[C:22](=[O:29])[N:23]([CH3:28])[CH:24]=1. The yield is 0.910.